This data is from Forward reaction prediction with 1.9M reactions from USPTO patents (1976-2016). The task is: Predict the product of the given reaction. (1) Given the reactants [O:1]=[C:2]1[CH2:7][CH2:6][N:5]([C:8]([O:10][C:11]([CH3:14])([CH3:13])[CH3:12])=[O:9])[CH2:4][CH:3]1[C:15]([O:17][CH3:18])=[O:16].[F:19][C:20]([F:39])([F:38])[S:21](N(C1C=CC=CC=1)[S:21]([C:20]([F:39])([F:38])[F:19])(=[O:23])=[O:22])(=[O:23])=[O:22].C(OCC)C.[NH4+].[Cl-], predict the reaction product. The product is: [F:19][C:20]([F:39])([F:38])[S:21]([O:1][C:2]1[CH2:7][CH2:6][N:5]([C:8]([O:10][C:11]([CH3:12])([CH3:13])[CH3:14])=[O:9])[CH2:4][C:3]=1[C:15]([O:17][CH3:18])=[O:16])(=[O:23])=[O:22]. (2) Given the reactants Cl[CH2:2][CH:3]=[C:4]([CH3:21])[CH2:5][CH2:6][CH:7]=[C:8]([CH3:20])[CH2:9][CH2:10][CH:11]=[C:12]([CH3:19])[CH2:13][CH2:14][CH:15]=[C:16]([CH3:18])[CH3:17].[CH2:22]([OH:29])[C@@H:23]([C@@H:25]([CH2:27][OH:28])[OH:26])[OH:24].OCC(CO)O, predict the reaction product. The product is: [CH3:21][C:4]([CH2:5][CH2:6][CH:7]=[C:8]([CH3:20])[CH2:9][CH2:10][CH:11]=[C:12]([CH3:19])[CH2:13][CH2:14][CH:15]=[C:16]([CH3:18])[CH3:17])=[CH:3][CH2:2][O:29][CH2:22][C@@H:23]([C@@H:25]([CH2:27][OH:28])[OH:26])[OH:24]. (3) Given the reactants [CH3:1][O:2][C:3]1[CH:8]=[C:7]([CH3:9])[CH:6]=[CH:5][C:4]=1[C:10]([CH3:24])([CH3:23])[CH2:11][C:12]([OH:22])([C:15]([F:21])([F:20])[C:16]([F:19])([F:18])[F:17])[CH:13]=O.[NH2:25][C:26]1[CH:35]=[CH:34][CH:33]=[C:32]2[C:27]=1[CH:28]=[N:29][NH:30][C:31]2=[O:36], predict the reaction product. The product is: [OH:22][C:12]1([C:15]([F:20])([F:21])[C:16]([F:18])([F:19])[F:17])[CH2:11][C:10]([CH3:23])([CH3:24])[C:4]2[C:5](=[CH:6][C:7]([CH3:9])=[CH:8][C:3]=2[O:2][CH3:1])[CH:13]1[NH:25][C:26]1[CH:35]=[CH:34][CH:33]=[C:32]2[C:27]=1[CH:28]=[N:29][NH:30][C:31]2=[O:36]. (4) Given the reactants Cl[C:2]1[CH:11]=[CH:10][N:9]=[C:8]2[C:3]=1[C:4]1[CH:16]=[C:15]([O:17][CH3:18])[C:14]([O:19][CH3:20])=[CH:13][C:5]=1[C:6](=[O:12])[NH:7]2.[CH3:21][O:22][C:23]1[CH:24]=[C:25]([CH:27]=[CH:28][CH:29]=1)[NH2:26], predict the reaction product. The product is: [CH3:21][O:22][C:23]1[CH:24]=[C:25]([NH:26][C:2]2[CH:11]=[CH:10][N:9]=[C:8]3[C:3]=2[C:4]2[CH:16]=[C:15]([O:17][CH3:18])[C:14]([O:19][CH3:20])=[CH:13][C:5]=2[C:6](=[O:12])[NH:7]3)[CH:27]=[CH:28][CH:29]=1. (5) Given the reactants Br[CH2:2][C:3]1[CH:8]=[CH:7][CH:6]=[CH:5][C:4]=1[CH3:9].[NH2:10][CH2:11][CH2:12][CH2:13][OH:14].[OH-].[Na+], predict the reaction product. The product is: [CH3:9][C:4]1[CH:5]=[CH:6][CH:7]=[CH:8][C:3]=1[CH2:2][NH:10][CH2:11][CH2:12][CH2:13][OH:14]. (6) Given the reactants [CH3:1][O:2][C:3](=[O:30])[CH:4]([CH2:18][CH2:19][CH2:20][CH2:21][NH:22]C(OC(C)(C)C)=O)[C:5]1[C:13]2[C:8](=[CH:9][CH:10]=[CH:11][CH:12]=2)[N:7]([C:14]([O:16][CH3:17])=[O:15])[CH:6]=1.FC(F)(F)C(O)=O.C(=O)(O)[O-].[Na+], predict the reaction product. The product is: [CH3:1][O:2][C:3](=[O:30])[CH:4]([CH2:18][CH2:19][CH2:20][CH2:21][NH2:22])[C:5]1[C:13]2[C:8](=[CH:9][CH:10]=[CH:11][CH:12]=2)[N:7]([C:14]([O:16][CH3:17])=[O:15])[CH:6]=1. (7) Given the reactants [CH2:1]([N:5]1[CH2:10][CH:9]=[C:8]([C:11]2[C:19]3[C:14](=[CH:15][C:16]([C:20]([N:22]4[CH2:27][CH2:26][N:25]([CH:28]([CH3:30])[CH3:29])[CH2:24][CH2:23]4)=[O:21])=[CH:17][CH:18]=3)[N:13]([CH3:31])[CH:12]=2)[CH2:7][CH2:6]1)[CH:2]([CH3:4])[CH3:3].Cl.[CH2:33](N1CCC(C2C3C(=CC(C(N4CCN(C(C)C)CC4)=O)=CC=3)NC=2)CC1)[CH:34](C)[CH3:35].ICC(C)C, predict the reaction product. The product is: [CH2:31]([N:13]1[C:14]2[C:19](=[CH:18][CH:17]=[C:16]([C:20]([N:22]3[CH2:27][CH2:26][N:25]([CH:28]([CH3:30])[CH3:29])[CH2:24][CH2:23]3)=[O:21])[CH:15]=2)[C:11]([CH:8]2[CH2:7][CH2:6][N:5]([CH2:1][CH:2]([CH3:4])[CH3:3])[CH2:10][CH2:9]2)=[CH:12]1)[CH:34]([CH3:35])[CH3:33]. (8) Given the reactants BrC1C=CC(C(OC)=O)=CC=1C.C(N1CCNCC1)(OC(C)(C)C)=O.C(OC([N:33]1[CH2:38][CH2:37][N:36]([C:39]2[CH:44]=[CH:43][C:42]([C:45]([O:47][CH3:48])=[O:46])=[CH:41][C:40]=2[CH3:49])[CH2:35][CH2:34]1)=O)(C)(C)C, predict the reaction product. The product is: [CH3:49][C:40]1[CH:41]=[C:42]([CH:43]=[CH:44][C:39]=1[N:36]1[CH2:37][CH2:38][NH:33][CH2:34][CH2:35]1)[C:45]([O:47][CH3:48])=[O:46]. (9) Given the reactants O[C:2]1[CH:3]=[C:4]([NH:8][C:9]2[N:14]=[C:13]([NH:15][C:16]3[CH:21]=[CH:20][CH:19]=[C:18](O)[CH:17]=3)[C:12](F)=[CH:11][N:10]=2)[CH:5]=[CH:6][CH:7]=1.ClC1N=C(Cl)C([C:32]#[N:33])=CN=1.NC1C=CC([CH2:41][C:42]([O:44][CH2:45][CH3:46])=[O:43])=CC=1, predict the reaction product. The product is: [CH2:45]([O:44][C:42]([CH2:41][C:7]1[CH:6]=[CH:5][C:4]([NH:8][C:9]2[N:14]=[C:13]([NH:15][C:16]3[CH:21]=[CH:20][C:19]([CH2:41][C:42]([O:44][CH2:45][CH3:46])=[O:43])=[CH:18][CH:17]=3)[C:12]([C:32]#[N:33])=[CH:11][N:10]=2)=[CH:3][CH:2]=1)=[O:43])[CH3:46].